Predict the reactants needed to synthesize the given product. From a dataset of Full USPTO retrosynthesis dataset with 1.9M reactions from patents (1976-2016). (1) Given the product [CH3:4][C:5]1[C:6]2[O:28][CH2:27][CH2:26][C:7]=2[C:8]([N:11]2[CH2:12][CH2:13][N:14]([CH2:17][CH2:18][C@H:19]3[CH2:20][CH2:21][C@H:22]([NH:25][C:36](=[O:37])[CH2:35][CH:32]4[CH2:33][CH2:34][O:29][CH2:30][CH2:31]4)[CH2:23][CH2:24]3)[CH2:15][CH2:16]2)=[N:9][CH:10]=1, predict the reactants needed to synthesize it. The reactants are: Cl.Cl.Cl.[CH3:4][C:5]1[C:6]2[O:28][CH2:27][CH2:26][C:7]=2[C:8]([N:11]2[CH2:16][CH2:15][N:14]([CH2:17][CH2:18][C@H:19]3[CH2:24][CH2:23][C@H:22]([NH2:25])[CH2:21][CH2:20]3)[CH2:13][CH2:12]2)=[N:9][CH:10]=1.[O:29]1[CH2:34][CH2:33][CH:32]([CH2:35][C:36](O)=[O:37])[CH2:31][CH2:30]1. (2) Given the product [CH:19]1([C:2]2[CH:3]=[C:4]([C:8]3[CH:9]=[C:10]4[C:14](=[CH:15][CH:16]=3)[N:13]([CH3:17])[C:12](=[O:18])[CH2:11]4)[CH:5]=[N:6][CH:7]=2)[CH2:21][CH2:20]1, predict the reactants needed to synthesize it. The reactants are: Br[C:2]1[CH:3]=[C:4]([C:8]2[CH:9]=[C:10]3[C:14](=[CH:15][CH:16]=2)[N:13]([CH3:17])[C:12](=[O:18])[CH2:11]3)[CH:5]=[N:6][CH:7]=1.[CH:19]1([B-](F)(F)F)[CH2:21][CH2:20]1.[K+].C1COCC1.P([O-])([O-])([O-])=O.[K+].[K+].[K+]. (3) Given the product [Cl:6][C:7]1[CH:8]=[CH:9][C:10]2[N:16]=[C:15]([N:30]3[CH2:35][CH2:34][NH:33][CH2:32][CH2:31]3)[C:14]3=[CH:18][C:19]([S:21][CH3:22])=[CH:20][N:13]3[CH2:12][C:11]=2[CH:23]=1, predict the reactants needed to synthesize it. The reactants are: P(Cl)(Cl)(Cl)=O.[Cl:6][C:7]1[CH:8]=[CH:9][C:10]2[NH:16][C:15](=O)[C:14]3=[CH:18][C:19]([S:21][CH3:22])=[CH:20][N:13]3[CH2:12][C:11]=2[CH:23]=1.C(=O)([O-])[O-].[Cs+].[Cs+].[NH:30]1[CH2:35][CH2:34][NH:33][CH2:32][CH2:31]1.[Cl-].[NH4+]. (4) Given the product [CH:21]1([NH:24][C:25](=[O:42])[C:26]2[CH:27]=[CH:28][C:29]([O:32][C:33]3[CH:38]=[CH:37][C:36]([CH2:39][N:12]4[CH2:11][CH2:10][CH:9]([N:8]5[C@H:7]([C:15]6[CH:20]=[CH:19][CH:18]=[CH:17][CH:16]=6)[CH2:6][O:5][C:4]5=[N:3][O:2][CH3:1])[CH2:14][CH2:13]4)=[C:35]([CH3:41])[N:34]=3)=[CH:30][CH:31]=2)[CH2:23][CH2:22]1, predict the reactants needed to synthesize it. The reactants are: [CH3:1][O:2][N:3]=[C:4]1[N:8]([CH:9]2[CH2:14][CH2:13][NH:12][CH2:11][CH2:10]2)[C@H:7]([C:15]2[CH:20]=[CH:19][CH:18]=[CH:17][CH:16]=2)[CH2:6][O:5]1.[CH:21]1([NH:24][C:25](=[O:42])[C:26]2[CH:31]=[CH:30][C:29]([O:32][C:33]3[CH:38]=[CH:37][C:36]([CH:39]=O)=[C:35]([CH3:41])[N:34]=3)=[CH:28][CH:27]=2)[CH2:23][CH2:22]1.[BH-](OC(C)=O)(OC(C)=O)OC(C)=O.[Na+]. (5) The reactants are: [O-]CC.[Na+].[CH:5]1([C:10](=[O:12])[CH3:11])[CH2:9][CH2:8][CH2:7][CH2:6]1.[CH2:13]([O:15][C:16](=[O:22])[C:17](OCC)=[O:18])[CH3:14].Cl. Given the product [CH2:13]([O:15][C:16](=[O:22])[C:17](=[O:18])[CH2:11][C:10]([CH:5]1[CH2:9][CH2:8][CH2:7][CH2:6]1)=[O:12])[CH3:14], predict the reactants needed to synthesize it.